Dataset: Forward reaction prediction with 1.9M reactions from USPTO patents (1976-2016). Task: Predict the product of the given reaction. (1) The product is: [CH3:35][O:34][C:32]([N:11]([CH2:12][CH3:13])[NH:10][C:8]([C:6]1[C:5]([NH:14][C:15]([C:17]2[N:18]([C:23]3[C:28]([Cl:29])=[CH:27][CH:26]=[CH:25][N:24]=3)[N:19]=[C:20]([Br:22])[CH:21]=2)=[O:16])=[C:4]([CH3:30])[CH:3]=[C:2]([Cl:1])[N:7]=1)=[O:9])=[O:33]. Given the reactants [Cl:1][C:2]1[N:7]=[C:6]([C:8]([NH:10][NH:11][CH2:12][CH3:13])=[O:9])[C:5]([NH:14][C:15]([C:17]2[N:18]([C:23]3[C:28]([Cl:29])=[CH:27][CH:26]=[CH:25][N:24]=3)[N:19]=[C:20]([Br:22])[CH:21]=2)=[O:16])=[C:4]([CH3:30])[CH:3]=1.Cl[C:32]([O:34][CH3:35])=[O:33], predict the reaction product. (2) Given the reactants [CH2:1]([C:3]1[CH:8]=[CH:7][C:6]([C:9]2OC(=O)[S:11][N:10]=2)=[CH:5][CH:4]=1)[CH3:2].[F:15][C:16]([F:28])([C:24]([F:27])([F:26])[F:25])[C:17]#[C:18][C:19]([O:21][CH2:22][CH3:23])=[O:20].ClC1C=CC=C(Cl)C=1, predict the reaction product. The product is: [CH2:1]([C:3]1[CH:8]=[CH:7][C:6]([C:9]2[C:18]([C:19]([O:21][CH2:22][CH3:23])=[O:20])=[C:17]([C:16]([F:28])([F:15])[C:24]([F:25])([F:26])[F:27])[S:11][N:10]=2)=[CH:5][CH:4]=1)[CH3:2]. (3) Given the reactants Br[C:2]1[C:10]2[C:9]([NH:11][C@H:12]([C:14]3[N:19]([C:20]4[CH:25]=[CH:24][CH:23]=[CH:22][CH:21]=4)[C:18](=[O:26])[C:17]4=[C:27]([CH3:30])[CH:28]=[CH:29][N:16]4[N:15]=3)[CH3:13])=[N:8][CH:7]=[N:6][C:5]=2[N:4]([CH2:31][O:32][CH2:33][CH2:34][Si:35]([CH3:38])([CH3:37])[CH3:36])[CH:3]=1.[F:39][C:40]1[CH:41]=[C:42]([NH:55][S:56]([CH2:59][CH2:60][O:61][CH3:62])(=[O:58])=[O:57])[CH:43]=[C:44](B2OC(C)(C)C(C)(C)O2)[CH:45]=1.C(=O)([O-])[O-].[Na+].[Na+], predict the reaction product. The product is: [F:39][C:40]1[CH:41]=[C:42]([NH:55][S:56]([CH2:59][CH2:60][O:61][CH3:62])(=[O:57])=[O:58])[CH:43]=[C:44]([C:2]2[C:10]3[C:9]([NH:11][C@H:12]([C:14]4[N:19]([C:20]5[CH:25]=[CH:24][CH:23]=[CH:22][CH:21]=5)[C:18](=[O:26])[C:17]5=[C:27]([CH3:30])[CH:28]=[CH:29][N:16]5[N:15]=4)[CH3:13])=[N:8][CH:7]=[N:6][C:5]=3[N:4]([CH2:31][O:32][CH2:33][CH2:34][Si:35]([CH3:38])([CH3:37])[CH3:36])[CH:3]=2)[CH:45]=1. (4) Given the reactants [CH3:1][O:2][C:3]1[CH:4]=[C:5]([CH:17]=[CH:18][CH:19]=1)[CH2:6][NH:7][C:8]1[N:16]=[CH:15][CH:14]=[CH:13][C:9]=1[C:10]([OH:12])=O.[CH3:20]CN=C=NCCCN(C)C.C1C=[CH:33][C:34]2[N:39](O)N=N[C:35]=2[CH:36]=1.CCN(C(C)C)C(C)C, predict the reaction product. The product is: [CH3:1][O:2][C:3]1[CH:4]=[C:5]([CH:17]=[CH:18][CH:19]=1)[CH2:6][NH:7][C:8]1[N:16]=[CH:15][CH:14]=[CH:13][C:9]=1[C:10]([NH:39][C:34]([CH3:33])([C:35]#[CH:36])[CH3:20])=[O:12]. (5) Given the reactants C([Li])CCC.C(NC(C)C)(C)C.Cl.[Br:14][C:15]1[CH:20]=[CH:19][N:18]=[CH:17][CH:16]=1.[C:21](=[O:23])=[O:22], predict the reaction product. The product is: [Br:14][C:15]1[C:20]([C:21]([OH:23])=[O:22])=[CH:19][N:18]=[CH:17][CH:16]=1. (6) The product is: [Br:39][C:36]1[CH:37]=[CH:38][C:33]([NH:32][C:31]2[N:30]3[CH:41]=[N:42][CH:43]=[C:29]3[CH:28]=[N:27][C:26]=2[C:24]([OH:25])=[O:23])=[C:34]([F:40])[CH:35]=1. Given the reactants FC1C=C(I)C=CC=1NC1N2C=NC=C2C=NC=1C(O)=O.C[O:23][C:24]([C:26]1[N:27]=[CH:28][C:29]2[N:30]([CH:41]=[N:42][CH:43]=2)[C:31]=1[NH:32][C:33]1[CH:38]=[CH:37][C:36]([Br:39])=[CH:35][C:34]=1[F:40])=[O:25], predict the reaction product.